This data is from Reaction yield outcomes from USPTO patents with 853,638 reactions. The task is: Predict the reaction yield, written as a fraction of the theoretical maximum amount of product (1.0 means a 100% yield; for example, 0.34 means a 34% yield). The reactants are [C:1]1([OH:7])[CH:6]=[CH:5][CH:4]=[CH:3][CH:2]=1.[H-].[Na+].[F:10][C:11]1[CH:16]=[CH:15][C:14]([C:17]2[C:24](=[O:25])[N:20]3[CH2:21][CH2:22][CH2:23][N:19]3[C:18]=2[C:26]2[CH:31]=[CH:30][N:29]=[C:28](S(C)(=O)=O)[N:27]=2)=[CH:13][CH:12]=1. The catalyst is C1COCC1.C([O-])(O)=O.[Na+]. The product is [F:10][C:11]1[CH:16]=[CH:15][C:14]([C:17]2[C:24](=[O:25])[N:20]3[CH2:21][CH2:22][CH2:23][N:19]3[C:18]=2[C:26]2[CH:31]=[CH:30][N:29]=[C:28]([O:7][C:1]3[CH:6]=[CH:5][CH:4]=[CH:3][CH:2]=3)[N:27]=2)=[CH:13][CH:12]=1. The yield is 0.380.